Dataset: Reaction yield outcomes from USPTO patents with 853,638 reactions. Task: Predict the reaction yield, written as a fraction of the theoretical maximum amount of product (1.0 means a 100% yield; for example, 0.34 means a 34% yield). The reactants are [Cl:1][C:2]1[CH:3]=[C:4]([CH:8]=[C:9]([O:11][C:12]([F:15])([F:14])[F:13])[CH:10]=1)[CH2:5][C:6]#N.[OH2:16].[OH-:17].[K+]. The catalyst is CC(O)C. The product is [Cl:1][C:2]1[CH:3]=[C:4]([CH2:5][C:6]([OH:17])=[O:16])[CH:8]=[C:9]([O:11][C:12]([F:15])([F:14])[F:13])[CH:10]=1. The yield is 0.760.